This data is from Catalyst prediction with 721,799 reactions and 888 catalyst types from USPTO. The task is: Predict which catalyst facilitates the given reaction. (1) Reactant: [Br:1][C:2]1[CH:10]=[C:9]2[C:5]([C:6](C)([C:12](OC)=O)[C:7](=[O:11])[NH:8]2)=[CH:4][CH:3]=1.C(O)(C(F)(F)F)=O. Product: [Br:1][C:2]1[CH:10]=[C:9]2[C:5]([CH:6]([CH3:12])[C:7](=[O:11])[NH:8]2)=[CH:4][CH:3]=1. The catalyst class is: 82. (2) Reactant: C1CCN2C(=NCCC2)CC1.[OH:12][C:13]1[C:18]([N+:19]([O-:21])=[O:20])=[CH:17][CH:16]=[CH:15][C:14]=1[C:22](=[O:24])[CH3:23].[F:25][C:26]([F:37])([F:36])[C:27]1[C:32]([C:33](Cl)=[O:34])=[CH:31][CH:30]=[CH:29][N:28]=1.Cl. Product: [OH:12][C:13]1[C:18]([N+:19]([O-:21])=[O:20])=[CH:17][CH:16]=[CH:15][C:14]=1[C:22](=[O:24])[CH2:23][C:33]([C:32]1[C:27]([C:26]([F:37])([F:25])[F:36])=[N:28][CH:29]=[CH:30][CH:31]=1)=[O:34]. The catalyst class is: 17. (3) Reactant: [F-].C([N+](CCCC)(CCCC)CCCC)CCC.[Si]([O:26][CH2:27][C@H:28]([O:30][CH2:31][C@H:32]([O:44][C:45]1[N:50]=[CH:49][N:48]=[C:47]2[N:51]([C:54]3[C:59]([Cl:60])=[CH:58][CH:57]=[CH:56][N:55]=3)[N:52]=[CH:53][C:46]=12)[C:33]([NH:35][C:36]1[CH:41]=[CH:40][C:39]([C:42]#[N:43])=[CH:38][N:37]=1)=[O:34])[CH3:29])(C(C)(C)C)(C)C. Product: [Cl:60][C:59]1[C:54]([N:51]2[C:47]3=[N:48][CH:49]=[N:50][C:45]([O:44][C@@H:32]([CH2:31][O:30][C@H:28]([CH3:29])[CH2:27][OH:26])[C:33]([NH:35][C:36]4[CH:41]=[CH:40][C:39]([C:42]#[N:43])=[CH:38][N:37]=4)=[O:34])=[C:46]3[CH:53]=[N:52]2)=[N:55][CH:56]=[CH:57][CH:58]=1. The catalyst class is: 1. (4) Reactant: [OH:1][CH:2]1[CH2:5][N:4]([C:6]([C:8]2[CH:9]=[C:10]([C:21](O)=[O:22])[CH:11]=[C:12]([C:14]3[CH:19]=[CH:18][C:17]([CH3:20])=[CH:16][CH:15]=3)[CH:13]=2)=[O:7])[CH2:3]1.[F:24][C:25]([F:35])([F:34])[C:26]1[N:31]=[CH:30][C:29]([CH2:32][NH2:33])=[CH:28][CH:27]=1.F[P-](F)(F)(F)(F)F.C[N+](C)=C(N(C)C)ON1C2N=CC=CC=2N=N1.C(N(CC)C(C)C)(C)C. Product: [OH:1][CH:2]1[CH2:5][N:4]([C:6]([C:8]2[CH:9]=[C:10]([C:21]([NH:33][CH2:32][C:29]3[CH:30]=[N:31][C:26]([C:25]([F:35])([F:24])[F:34])=[CH:27][CH:28]=3)=[O:22])[CH:11]=[C:12]([C:14]3[CH:15]=[CH:16][C:17]([CH3:20])=[CH:18][CH:19]=3)[CH:13]=2)=[O:7])[CH2:3]1. The catalyst class is: 9. (5) Reactant: O.NN.O=C1C2C(=CC=CC=2)C(=O)[N:6]1[C@H:15]1[CH2:19][O:18][CH2:17][C@H:16]1[NH:20][C:21](=[O:27])[O:22][C:23]([CH3:26])([CH3:25])[CH3:24]. Product: [NH2:6][C@H:15]1[CH2:19][O:18][CH2:17][C@H:16]1[NH:20][C:21](=[O:27])[O:22][C:23]([CH3:25])([CH3:24])[CH3:26]. The catalyst class is: 8. (6) Reactant: [Li+].C[Si]([N-][Si](C)(C)C)(C)C.[OH:11][C:12]1[CH:17]=[CH:16][CH:15]=[C:14]([OH:18])[C:13]=1[C:19](=O)[CH3:20].C[Si](Cl)(C)C.C1C(=O)N(Br)C(=[O:30])C1.[OH-].[Na+]. Product: [OH:11][C:12]1[C:13]2[CH2:19][C:20](=[O:30])[O:18][C:14]=2[CH:15]=[CH:16][CH:17]=1. The catalyst class is: 1.